This data is from Full USPTO retrosynthesis dataset with 1.9M reactions from patents (1976-2016). The task is: Predict the reactants needed to synthesize the given product. (1) Given the product [Cl:33][C:30]1[CH:29]=[CH:28][C:27]([CH:8]([C:5]2[CH:6]=[CH:7][C:2]([Cl:1])=[CH:3][CH:4]=2)[N:9]2[CH2:10][C:11](=[CH:13][S:14]([CH2:17][C:18]3[CH:19]=[C:20]([CH:24]=[CH:25][CH:26]=3)[C:21]([NH:39][CH:37]([CH3:38])[CH2:36][N:35]([CH3:40])[CH3:34])=[O:23])(=[O:15])=[O:16])[CH2:12]2)=[CH:32][CH:31]=1, predict the reactants needed to synthesize it. The reactants are: [Cl:1][C:2]1[CH:7]=[CH:6][C:5]([CH:8]([C:27]2[CH:32]=[CH:31][C:30]([Cl:33])=[CH:29][CH:28]=2)[N:9]2[CH2:12][C:11](=[CH:13][S:14]([CH2:17][C:18]3[CH:19]=[C:20]([CH:24]=[CH:25][CH:26]=3)[C:21]([OH:23])=O)(=[O:16])=[O:15])[CH2:10]2)=[CH:4][CH:3]=1.[CH3:34][N:35]([CH3:40])[CH2:36][CH:37]([NH2:39])[CH3:38]. (2) Given the product [CH:1]([N:4]1[C:8]([C:9]2[CH:14]=[CH:13][N:12]=[C:11]([NH:15][C:16]3[CH:26]=[CH:25][C:19]([C:20]([NH:29][CH3:28])=[O:22])=[CH:18][N:17]=3)[N:10]=2)=[CH:7][N:6]=[C:5]1[CH3:27])([CH3:3])[CH3:2], predict the reactants needed to synthesize it. The reactants are: [CH:1]([N:4]1[C:8]([C:9]2[CH:14]=[CH:13][N:12]=[C:11]([NH:15][C:16]3[CH:26]=[CH:25][C:19]([C:20]([O:22]CC)=O)=[CH:18][N:17]=3)[N:10]=2)=[CH:7][N:6]=[C:5]1[CH3:27])([CH3:3])[CH3:2].[CH3:28][NH2:29].CCO.